Dataset: Peptide-MHC class I binding affinity with 185,985 pairs from IEDB/IMGT. Task: Regression. Given a peptide amino acid sequence and an MHC pseudo amino acid sequence, predict their binding affinity value. This is MHC class I binding data. (1) The peptide sequence is LALKNSQAEL. The MHC is HLA-A02:01 with pseudo-sequence HLA-A02:01. The binding affinity (normalized) is 0.239. (2) The peptide sequence is GLSRYVARV. The MHC is HLA-A02:01 with pseudo-sequence HLA-A02:01. The binding affinity (normalized) is 0.534. (3) The peptide sequence is YALPSAGAF. The MHC is HLA-C15:02 with pseudo-sequence HLA-C15:02. The binding affinity (normalized) is 0.449. (4) The peptide sequence is RTGTRLLGR. The MHC is HLA-B15:01 with pseudo-sequence HLA-B15:01. The binding affinity (normalized) is 0.0847. (5) The peptide sequence is KTAVQMAVF. The MHC is HLA-A23:01 with pseudo-sequence HLA-A23:01. The binding affinity (normalized) is 0. (6) The peptide sequence is KVFPYALINK. The MHC is HLA-B54:01 with pseudo-sequence HLA-B54:01. The binding affinity (normalized) is 0.00111.